From a dataset of Catalyst prediction with 721,799 reactions and 888 catalyst types from USPTO. Predict which catalyst facilitates the given reaction. (1) Reactant: [H-].[Na+].[C:3]([O:7][C:8]([N:10]1[CH2:15][C:14](=[O:16])[N:13]([C:17]2[CH:22]=[CH:21][C:20]([O:23][CH2:24][CH2:25][CH2:26][OH:27])=[CH:19][CH:18]=2)[C@@H:12]([CH2:28][O:29][C:30]2[CH:39]=[CH:38][C:37]3[C:32](=[CH:33][CH:34]=[CH:35][CH:36]=3)[CH:31]=2)[CH2:11]1)=[O:9])([CH3:6])([CH3:5])[CH3:4].[F:40][C:41]1[CH:48]=[CH:47][CH:46]=[CH:45][C:42]=1[CH2:43]Br. Product: [C:3]([O:7][C:8]([N:10]1[CH2:15][C:14](=[O:16])[N:13]([C:17]2[CH:22]=[CH:21][C:20]([O:23][CH2:24][CH2:25][CH2:26][O:27][CH2:43][C:42]3[CH:45]=[CH:46][CH:47]=[CH:48][C:41]=3[F:40])=[CH:19][CH:18]=2)[C@@H:12]([CH2:28][O:29][C:30]2[CH:39]=[CH:38][C:37]3[C:32](=[CH:33][CH:34]=[CH:35][CH:36]=3)[CH:31]=2)[CH2:11]1)=[O:9])([CH3:6])([CH3:4])[CH3:5]. The catalyst class is: 9. (2) The catalyst class is: 39. Reactant: [CH2:1]([N:8]1[C:12](=[O:13])[CH2:11][CH2:10][C@H:9]1[C:14]([OH:16])=O)[C:2]1[CH:7]=[CH:6][CH:5]=[CH:4][CH:3]=1.[C:17]([O:21][C:22](=[O:33])[C@H:23]([CH2:25][C:26]1[CH:31]=[CH:30][C:29]([OH:32])=[CH:28][CH:27]=1)[NH2:24])([CH3:20])([CH3:19])[CH3:18].F[P-](F)(F)(F)(F)F.N1(O[P+](N(C)C)(N(C)C)N(C)C)C2C=CC=CC=2N=N1.C(N(CC)CC)C. Product: [C:17]([O:21][C:22](=[O:33])[C@H:23]([CH2:25][C:26]1[CH:31]=[CH:30][C:29]([OH:32])=[CH:28][CH:27]=1)[NH:24][C:14](=[O:16])[C@@H:9]1[CH2:10][CH2:11][C:12](=[O:13])[N:8]1[CH2:1][C:2]1[CH:3]=[CH:4][CH:5]=[CH:6][CH:7]=1)([CH3:20])([CH3:18])[CH3:19]. (3) Reactant: Br[CH2:2][CH2:3][CH2:4][CH2:5][CH2:6][CH2:7][N:8]([CH2:16][C:17]1[CH:22]=[CH:21][CH:20]=[CH:19][C:18]=1[O:23][CH3:24])[CH2:9][C:10]1[CH:15]=[CH:14][CH:13]=[CH:12][N:11]=1.[C:25]1([CH:31]2[CH2:36][CH2:35][NH:34][CH2:33][CH2:32]2)[CH:30]=[CH:29][CH:28]=[CH:27][CH:26]=1.C([O-])([O-])=O.[K+].[K+]. Product: [CH3:24][O:23][C:18]1[CH:19]=[CH:20][CH:21]=[CH:22][C:17]=1[CH2:16][N:8]([CH2:9][C:10]1[CH:15]=[CH:14][CH:13]=[CH:12][N:11]=1)[CH2:7][CH2:6][CH2:5][CH2:4][CH2:3][CH2:2][N:34]1[CH2:35][CH2:36][CH:31]([C:25]2[CH:30]=[CH:29][CH:28]=[CH:27][CH:26]=2)[CH2:32][CH2:33]1. The catalyst class is: 23. (4) Reactant: [CH3:1][O:2][C:3]1[CH:4]=[C:5]([NH2:15])[CH:6]=[CH:7][C:8]=1[N:9]1[CH:13]=[C:12]([CH3:14])[N:11]=[CH:10]1.[C:16](N1C=CC=CC1=O)(N1C=CC=CC1=O)=[S:17]. Product: [N:15]([C:5]1[CH:6]=[CH:7][C:8]([N:9]2[CH:13]=[C:12]([CH3:14])[N:11]=[CH:10]2)=[C:3]([O:2][CH3:1])[CH:4]=1)=[C:16]=[S:17]. The catalyst class is: 2. (5) Reactant: [H-].[Na+].[C:3]([O:7][C:8]([N:10]1[CH2:26][CH2:25][C:13]2([N:17]([C:18]3[CH:23]=[CH:22][CH:21]=[CH:20][CH:19]=3)[CH2:16][NH:15][C:14]2=[O:24])[CH2:12][CH2:11]1)=[O:9])([CH3:6])([CH3:5])[CH3:4].[H-].[H][H].[CH2:44](C(Br)CCOCCC(Br)[CH2:44][C:45]1[CH:50]=[CH:49][CH:48]=[CH:47][CH:46]=1)[C:45]1[CH:50]=[CH:49][CH:48]=[CH:47][CH:46]=1. Product: [C:8]([N:10]1[CH2:11][CH2:12][C:13]2([N:17]([C:18]3[CH:23]=[CH:22][CH:21]=[CH:20][CH:19]=3)[CH2:16][N:15]([CH2:12][CH2:13][CH2:14][O:24][CH2:44][C:45]3[CH:46]=[CH:47][CH:48]=[CH:49][CH:50]=3)[C:14]2=[O:24])[CH2:25][CH2:26]1)([O:7][C:3]([CH3:6])([CH3:4])[CH3:5])=[O:9]. The catalyst class is: 3. (6) Reactant: [F:1][C:2]1[CH:7]=[CH:6][C:5](/[CH:8]=[CH:9]/[C:10]2[CH:15]=[CH:14][C:13]([S:16]([C:19]3[N:26]=[CH:25][CH:24]=[CH:23][C:20]=3[CH:21]=[O:22])(=[O:18])=[O:17])=[CH:12][CH:11]=2)=[CH:4][CH:3]=1.[CH3:27][Mg]Br. Product: [F:1][C:2]1[CH:7]=[CH:6][C:5](/[CH:8]=[CH:9]/[C:10]2[CH:11]=[CH:12][C:13]([S:16]([C:19]3[C:20]([CH:21]([OH:22])[CH3:27])=[CH:23][CH:24]=[CH:25][N:26]=3)(=[O:17])=[O:18])=[CH:14][CH:15]=2)=[CH:4][CH:3]=1. The catalyst class is: 7. (7) Reactant: [CH2:1]([C:3]1[N:7]([C:8]2[C:16]3[O:15][CH2:14][C@@H:13]([N:17](C(=O)C(F)(F)F)[C:18]4[CH:31]=[CH:30][C:21]5[C@H:22]([CH2:25][C:26]([O:28]C)=[O:27])[CH2:23][O:24][C:20]=5[CH:19]=4)[C:12]=3[CH:11]=[CH:10][CH:9]=2)[C:6]2[CH:38]=[CH:39][CH:40]=[CH:41][C:5]=2[N:4]=1)[CH3:2].[OH-].[Na+].Cl. Product: [CH2:1]([C:3]1[N:7]([C:8]2[C:16]3[O:15][CH2:14][C@@H:13]([NH:17][C:18]4[CH:31]=[CH:30][C:21]5[C@H:22]([CH2:25][C:26]([OH:28])=[O:27])[CH2:23][O:24][C:20]=5[CH:19]=4)[C:12]=3[CH:11]=[CH:10][CH:9]=2)[C:6]2[CH:38]=[CH:39][CH:40]=[CH:41][C:5]=2[N:4]=1)[CH3:2]. The catalyst class is: 193. (8) The catalyst class is: 3. Product: [CH2:1]([O:8][C:9](=[O:10])[NH:11][C:12]1[C:13]([C:23]([NH:26][C:27]2[CH:28]=[N:29][CH:30]=[CH:31][C:32]=2[N:33]2[CH2:38][C@H:37]([CH3:39])[C@@H:36]([O:40][Si:41]([C:44]([CH3:45])([CH3:46])[CH3:47])([CH3:43])[CH3:42])[C@H:35]([NH:48][C:49]([O:50][C:51]([CH3:52])([CH3:54])[CH3:53])=[O:55])[CH2:34]2)=[O:25])=[N:14][C:15]2[C:20]([CH:21]=1)=[CH:19][CH:18]=[C:17]([Br:22])[CH:16]=2)[C:2]1[CH:7]=[CH:6][CH:5]=[CH:4][CH:3]=1. Reactant: [CH2:1]([O:8][C:9]([NH:11][C:12]1[C:13]([C:23]([OH:25])=O)=[N:14][C:15]2[C:20]([CH:21]=1)=[CH:19][CH:18]=[C:17]([Br:22])[CH:16]=2)=[O:10])[C:2]1[CH:7]=[CH:6][CH:5]=[CH:4][CH:3]=1.[NH2:26][C:27]1[CH:28]=[N:29][CH:30]=[CH:31][C:32]=1[N:33]1[CH2:38][C@H:37]([CH3:39])[C@@H:36]([O:40][Si:41]([C:44]([CH3:47])([CH3:46])[CH3:45])([CH3:43])[CH3:42])[C@H:35]([NH:48][C:49](=[O:55])[O:50][C:51]([CH3:54])([CH3:53])[CH3:52])[CH2:34]1.CN(C(ON1N=NC2C=CC=NC1=2)=[N+](C)C)C.F[P-](F)(F)(F)(F)F.CCN(C(C)C)C(C)C. (9) Reactant: [F:1][C:2]1[CH:7]=[C:6]([C:8]2[CH:13]=[CH:12][N:11]=[C:10]([CH3:14])[CH:9]=2)[C:5]([CH3:15])=[CH:4][C:3]=1[CH2:16][C:17]([OH:19])=O.[NH2:20][C:21]1[N:26]=[CH:25][C:24]([N:27]2[CH2:32][CH2:31][N:30]([C:33](=[O:35])[CH3:34])[CH2:29][CH2:28]2)=[CH:23][CH:22]=1.CN(C(ON1N=NC2C=CC=NC1=2)=[N+](C)C)C.F[P-](F)(F)(F)(F)F.CCN(C(C)C)C(C)C. Product: [C:33]([N:30]1[CH2:29][CH2:28][N:27]([C:24]2[CH:23]=[CH:22][C:21]([NH:20][C:17](=[O:19])[CH2:16][C:3]3[CH:4]=[C:5]([CH3:15])[C:6]([C:8]4[CH:13]=[CH:12][N:11]=[C:10]([CH3:14])[CH:9]=4)=[CH:7][C:2]=3[F:1])=[N:26][CH:25]=2)[CH2:32][CH2:31]1)(=[O:35])[CH3:34]. The catalyst class is: 623.